Task: Regression. Given two drug SMILES strings and cell line genomic features, predict the synergy score measuring deviation from expected non-interaction effect.. Dataset: NCI-60 drug combinations with 297,098 pairs across 59 cell lines (1) Drug 1: CC12CCC(CC1=CCC3C2CCC4(C3CC=C4C5=CN=CC=C5)C)O. Drug 2: CNC(=O)C1=CC=CC=C1SC2=CC3=C(C=C2)C(=NN3)C=CC4=CC=CC=N4. Cell line: T-47D. Synergy scores: CSS=9.09, Synergy_ZIP=0.869, Synergy_Bliss=7.32, Synergy_Loewe=4.45, Synergy_HSA=6.08. (2) Drug 1: C1CC(C1)(C(=O)O)C(=O)O.[NH2-].[NH2-].[Pt+2]. Drug 2: CC1=C(C=C(C=C1)C(=O)NC2=CC(=CC(=C2)C(F)(F)F)N3C=C(N=C3)C)NC4=NC=CC(=N4)C5=CN=CC=C5. Cell line: HL-60(TB). Synergy scores: CSS=48.5, Synergy_ZIP=2.97, Synergy_Bliss=1.50, Synergy_Loewe=-2.48, Synergy_HSA=-2.80. (3) Drug 1: CC1=C(C(CCC1)(C)C)C=CC(=CC=CC(=CC(=O)O)C)C. Drug 2: CC1C(C(CC(O1)OC2CC(CC3=C2C(=C4C(=C3O)C(=O)C5=C(C4=O)C(=CC=C5)OC)O)(C(=O)CO)O)N)O.Cl. Cell line: SK-MEL-2. Synergy scores: CSS=27.1, Synergy_ZIP=-2.72, Synergy_Bliss=0.0318, Synergy_Loewe=-15.4, Synergy_HSA=1.46.